This data is from Full USPTO retrosynthesis dataset with 1.9M reactions from patents (1976-2016). The task is: Predict the reactants needed to synthesize the given product. (1) Given the product [C:17]([C:10]1[CH:9]=[CH:8][C:7]([O:6][C:5]2[CH:19]=[CH:20][C:2]([B:23]3[O:27][C:26]([CH3:29])([CH3:28])[C:25]([CH3:31])([CH3:30])[O:24]3)=[C:3]([CH:21]=[O:22])[CH:4]=2)=[CH:16][C:11]=1[C:12]([O:14][CH3:15])=[O:13])#[N:18], predict the reactants needed to synthesize it. The reactants are: Br[C:2]1[CH:20]=[CH:19][C:5]([O:6][C:7]2[CH:8]=[CH:9][C:10]([C:17]#[N:18])=[C:11]([CH:16]=2)[C:12]([O:14][CH3:15])=[O:13])=[CH:4][C:3]=1[CH:21]=[O:22].[B:23]1([B:23]2[O:27][C:26]([CH3:29])([CH3:28])[C:25]([CH3:31])([CH3:30])[O:24]2)[O:27][C:26]([CH3:29])([CH3:28])[C:25]([CH3:31])([CH3:30])[O:24]1.C([O-])(=O)C.[K+]. (2) Given the product [CH3:29][C:30]1([CH3:43])[CH2:31][NH:32][CH2:33][CH2:34][N:35]1[C:19]([C:17]1[CH:18]=[C:11]2[CH2:10][N:9]([C:7]([O:6][CH2:5][C:4]3[CH:22]=[C:23]([C:25]([F:28])([F:27])[F:26])[CH:24]=[C:2]([Cl:1])[CH:3]=3)=[O:8])[CH2:15][CH2:14][CH2:13][N:12]2[N:16]=1)=[O:21], predict the reactants needed to synthesize it. The reactants are: [Cl:1][C:2]1[CH:3]=[C:4]([CH:22]=[C:23]([C:25]([F:28])([F:27])[F:26])[CH:24]=1)[CH2:5][O:6][C:7]([N:9]1[CH2:15][CH2:14][CH2:13][N:12]2[N:16]=[C:17]([C:19]([OH:21])=O)[CH:18]=[C:11]2[CH2:10]1)=[O:8].[CH3:29][C:30]1([CH3:43])[NH:35][CH2:34][CH2:33][N:32](C(OC(C)(C)C)=O)[CH2:31]1. (3) The reactants are: [OH:1][C:2]1[CH:3]=[C:4]([CH:7]=[CH:8][CH:9]=1)[CH:5]=[O:6].C([O-])([O-])=O.[K+].[K+].C1(=O)O[CH2:19][CH2:18][O:17]1. Given the product [OH:17][CH2:18][CH2:19][O:1][C:2]1[CH:3]=[C:4]([CH:7]=[CH:8][CH:9]=1)[CH:5]=[O:6], predict the reactants needed to synthesize it.